Dataset: Full USPTO retrosynthesis dataset with 1.9M reactions from patents (1976-2016). Task: Predict the reactants needed to synthesize the given product. (1) Given the product [Cl:25][C:26]1[CH:31]=[CH:30][C:29]([NH:32][C:33]([NH:1][C:2]2[CH:3]=[C:4]([CH:21]=[CH:22][C:23]=2[F:24])[O:5][C:6]2[N:11]=[C:10]3[S:12][C:13]([NH:15][C:16]([CH:18]4[CH2:20][CH2:19]4)=[O:17])=[N:14][C:9]3=[CH:8][CH:7]=2)=[O:34])=[CH:28][C:27]=1[C:35]([F:36])([F:37])[F:38], predict the reactants needed to synthesize it. The reactants are: [NH2:1][C:2]1[CH:3]=[C:4]([CH:21]=[CH:22][C:23]=1[F:24])[O:5][C:6]1[N:11]=[C:10]2[S:12][C:13]([NH:15][C:16]([CH:18]3[CH2:20][CH2:19]3)=[O:17])=[N:14][C:9]2=[CH:8][CH:7]=1.[Cl:25][C:26]1[CH:31]=[CH:30][C:29]([N:32]=[C:33]=[O:34])=[CH:28][C:27]=1[C:35]([F:38])([F:37])[F:36]. (2) Given the product [Br:23][C:4]1[C:5]2[CH2:6][CH2:7][CH2:8][CH2:9][C:10]=2[C:1]([NH:11][C:19](=[O:21])[CH3:20])=[CH:2][CH:3]=1, predict the reactants needed to synthesize it. The reactants are: [C:1]1([NH2:11])[C:10]2[CH2:9][CH2:8][CH2:7][CH2:6][C:5]=2[CH:4]=[CH:3][CH:2]=1.C(N(CC)CC)C.[C:19](Cl)(=[O:21])[CH3:20].[Br:23]Br. (3) Given the product [CH:40]1([C:2]2[C:10]([N+:11]([O-:13])=[O:12])=[CH:9][C:8]3[C:4](=[C:5]([C:28]([NH:30][CH3:31])=[O:29])[N:6]([C:14]4[CH:15]=[N:16][C:17]([O:20][C:21]5[CH:22]=[CH:23][C:24]([F:27])=[CH:25][CH:26]=5)=[CH:18][CH:19]=4)[N:7]=3)[CH:3]=2)[CH2:42][CH2:41]1, predict the reactants needed to synthesize it. The reactants are: Br[C:2]1[C:10]([N+:11]([O-:13])=[O:12])=[CH:9][C:8]2[C:4](=[C:5]([C:28]([NH:30][CH3:31])=[O:29])[N:6]([C:14]3[CH:15]=[N:16][C:17]([O:20][C:21]4[CH:26]=[CH:25][C:24]([F:27])=[CH:23][CH:22]=4)=[CH:18][CH:19]=3)[N:7]=2)[CH:3]=1.P([O-])([O-])([O-])=O.[K+].[K+].[K+].[CH:40]1([B-](F)(F)F)[CH2:42][CH2:41]1.[K+].C(Cl)Cl. (4) Given the product [Br:1][C:2]1[N:6]2[CH:7]=[C:8]([C:13]([N:16]3[CH2:21][CH2:20][CH2:19][CH2:18][CH2:17]3)=[O:15])[N:9]=[C:10]([S:11][CH3:12])[C:5]2=[N:4][CH:3]=1, predict the reactants needed to synthesize it. The reactants are: [Br:1][C:2]1[N:6]2[CH:7]=[C:8]([C:13]([OH:15])=O)[N:9]=[C:10]([S:11][CH3:12])[C:5]2=[N:4][CH:3]=1.[NH:16]1[CH2:21][CH2:20][CH2:19][CH2:18][CH2:17]1.CCN(C(C)C)C(C)C.CN(C(ON1N=NC2C=CC=NC1=2)=[N+](C)C)C.F[P-](F)(F)(F)(F)F. (5) Given the product [CH3:35][N+:5]([CH3:4])([CH3:34])[CH2:6][C@H:7]([NH:16][C:17]([NH:19][CH2:20][CH2:21][CH2:22][CH2:23][CH2:24][CH2:25][O:26][CH2:27][CH2:28][CH2:29][CH2:30][CH2:31][CH2:32][CH3:33])=[O:18])[CH2:8][C:9]([O-:11])=[O:10], predict the reactants needed to synthesize it. The reactants are: C([O-])=O.[CH3:4][N+:5]([CH3:35])([CH3:34])[CH2:6][C@H:7]([NH:16][C:17]([NH:19][CH2:20][CH2:21][CH2:22][CH2:23][CH2:24][CH2:25][O:26][CH2:27][CH2:28][CH2:29][CH2:30][CH2:31][CH2:32][CH3:33])=[O:18])[CH2:8][C:9]([O:11]CC(C)C)=[O:10]. (6) Given the product [CH3:26][O:27][CH2:28][CH:29]([NH:30][C:10]([C:9]1[N:1]=[CH:2][N:3]=[C:4]2[C:8]=1[NH:7][CH:6]=[N:5]2)=[O:12])[C:31]1[CH:32]=[CH:33][C:34]([O:37][C:38]([F:39])([F:41])[F:40])=[CH:35][CH:36]=1, predict the reactants needed to synthesize it. The reactants are: [N:1]1[C:9]([C:10]([OH:12])=O)=[C:8]2[C:4]([N:5]=[CH:6][NH:7]2)=[N:3][CH:2]=1.Cl.CN(C)CCCN=C=NCC.Cl.[CH3:26][O:27][CH2:28][CH:29]([C:31]1[CH:36]=[CH:35][C:34]([O:37][C:38]([F:41])([F:40])[F:39])=[CH:33][CH:32]=1)[NH2:30].[Cl-].[NH4+]. (7) Given the product [C:28]1([CH3:35])[CH:29]=[C:30]([CH3:34])[CH:31]=[C:32]([CH3:33])[C:27]=1[B:26]([C:36]1[C:37]([CH3:44])=[CH:38][C:39]([CH3:43])=[CH:40][C:41]=1[CH3:42])[C-:14]1[CH:18]=[CH:17][CH:16]=[CH:15]1.[C-:19]1([B:26]([C:36]2[C:37]([CH3:44])=[CH:38][C:39]([CH3:43])=[CH:40][C:41]=2[CH3:42])[C:27]2[C:32]([CH3:33])=[CH:31][C:30]([CH3:34])=[CH:29][C:28]=2[CH3:35])[CH:23]=[CH:22][CH:21]=[CH:20]1.[Fe+2:24], predict the reactants needed to synthesize it. The reactants are: C([Li])CCC.CN(C)CCN(C)C.[CH-:14]1[CH:18]=[CH:17][CH:16]=[CH:15]1.[CH-:19]1[CH:23]=[CH:22][CH:21]=[CH:20]1.[Fe+2:24].F[B:26]([C:36]1[C:41]([CH3:42])=[CH:40][C:39]([CH3:43])=[CH:38][C:37]=1[CH3:44])[C:27]1[C:32]([CH3:33])=[CH:31][C:30]([CH3:34])=[CH:29][C:28]=1[CH3:35].